From a dataset of NCI-60 drug combinations with 297,098 pairs across 59 cell lines. Regression. Given two drug SMILES strings and cell line genomic features, predict the synergy score measuring deviation from expected non-interaction effect. (1) Drug 1: CC12CCC(CC1=CCC3C2CCC4(C3CC=C4C5=CN=CC=C5)C)O. Drug 2: CC1=C2C(C(=O)C3(C(CC4C(C3C(C(C2(C)C)(CC1OC(=O)C(C(C5=CC=CC=C5)NC(=O)OC(C)(C)C)O)O)OC(=O)C6=CC=CC=C6)(CO4)OC(=O)C)O)C)O. Cell line: U251. Synergy scores: CSS=64.4, Synergy_ZIP=16.1, Synergy_Bliss=14.9, Synergy_Loewe=-8.37, Synergy_HSA=17.0. (2) Drug 1: CC1=C2C(C(=O)C3(C(CC4C(C3C(C(C2(C)C)(CC1OC(=O)C(C(C5=CC=CC=C5)NC(=O)OC(C)(C)C)O)O)OC(=O)C6=CC=CC=C6)(CO4)OC(=O)C)OC)C)OC. Drug 2: CC1=C(C(=CC=C1)Cl)NC(=O)C2=CN=C(S2)NC3=CC(=NC(=N3)C)N4CCN(CC4)CCO. Cell line: HCT116. Synergy scores: CSS=37.4, Synergy_ZIP=3.77, Synergy_Bliss=-1.51, Synergy_Loewe=-5.32, Synergy_HSA=0.941. (3) Drug 1: CCCCCOC(=O)NC1=NC(=O)N(C=C1F)C2C(C(C(O2)C)O)O. Drug 2: N.N.Cl[Pt+2]Cl. Cell line: PC-3. Synergy scores: CSS=23.4, Synergy_ZIP=-9.31, Synergy_Bliss=0.637, Synergy_Loewe=-9.50, Synergy_HSA=1.01. (4) Drug 1: CC1C(C(CC(O1)OC2CC(CC3=C2C(=C4C(=C3O)C(=O)C5=C(C4=O)C(=CC=C5)OC)O)(C(=O)C)O)N)O.Cl. Drug 2: CC(C)NC(=O)C1=CC=C(C=C1)CNNC.Cl. Cell line: OVCAR-8. Synergy scores: CSS=36.1, Synergy_ZIP=2.87, Synergy_Bliss=0.0558, Synergy_Loewe=-33.5, Synergy_HSA=-1.07. (5) Drug 1: CN(C)C(=N)N=C(N)N. Drug 2: CCN(CC)CCNC(=O)C1=C(NC(=C1C)C=C2C3=C(C=CC(=C3)F)NC2=O)C. Cell line: OVCAR3. Synergy scores: CSS=9.24, Synergy_ZIP=1.67, Synergy_Bliss=4.54, Synergy_Loewe=-1.60, Synergy_HSA=2.74. (6) Drug 1: CCCCCOC(=O)NC1=NC(=O)N(C=C1F)C2C(C(C(O2)C)O)O. Drug 2: C1=NC(=NC(=O)N1C2C(C(C(O2)CO)O)O)N. Cell line: KM12. Synergy scores: CSS=1.67, Synergy_ZIP=-2.30, Synergy_Bliss=-8.88, Synergy_Loewe=-21.8, Synergy_HSA=-11.3. (7) Drug 1: C1CCN(CC1)CCOC2=CC=C(C=C2)C(=O)C3=C(SC4=C3C=CC(=C4)O)C5=CC=C(C=C5)O. Drug 2: CCCS(=O)(=O)NC1=C(C(=C(C=C1)F)C(=O)C2=CNC3=C2C=C(C=N3)C4=CC=C(C=C4)Cl)F. Cell line: COLO 205. Synergy scores: CSS=47.4, Synergy_ZIP=7.06, Synergy_Bliss=5.94, Synergy_Loewe=-6.02, Synergy_HSA=5.43.